This data is from Retrosynthesis with 50K atom-mapped reactions and 10 reaction types from USPTO. The task is: Predict the reactants needed to synthesize the given product. (1) Given the product C=CCOc1cc2cc(OC)c(F)cc2c(Cl)n1, predict the reactants needed to synthesize it. The reactants are: C=CCBr.COc1cc2cc(O)nc(Cl)c2cc1F. (2) Given the product CC(=O)c1cc(CN(C)C)ccc1O, predict the reactants needed to synthesize it. The reactants are: CC(=O)c1cc(CCl)ccc1O.CNC.